From a dataset of Drug-target binding data from BindingDB using IC50 measurements. Regression. Given a target protein amino acid sequence and a drug SMILES string, predict the binding affinity score between them. We predict pIC50 (pIC50 = -log10(IC50 in M); higher means more potent). Dataset: bindingdb_ic50. (1) The small molecule is O=C(Nc1ccc2nc(-c3ccco3)c(-c3ccco3)nc2c1)N1CCCCCC1. The target protein (P22736) has sequence MPCIQAQYGTPAPSPGPRDHLASDPLTPEFIKPTMDLASPEAAPAAPTALPSFSTFMDGYTGEFDTFLYQLPGTVQPCSSASSSASSTSSSSATSPASASFKFEDFQVYGCYPGPLSGPVDEALSSSGSDYYGSPCSAPSPSTPSFQPPQLSPWDGSFGHFSPSQTYEGLRAWTEQLPKASGPPQPPAFFSFSPPTGPSPSLAQSPLKLFPSQATHQLGEGESYSMPTAFPGLAPTSPHLEGSGILDTPVTSTKARSGAPGGSEGRCAVCGDNASCQHYGVRTCEGCKGFFKRTVQKNAKYICLANKDCPVDKRRRNRCQFCRFQKCLAVGMVKEVVRTDSLKGRRGRLPSKPKQPPDASPANLLTSLVRAHLDSGPSTAKLDYSKFQELVLPHFGKEDAGDVQQFYDLLSGSLEVIRKWAEKIPGFAELSPADQDLLLESAFLELFILRLAYRSKPGEGKLIFCSGLVLHRLQCARGFGDWIDSILAFSRSLHSLLVDV.... The pIC50 is 6.1. (2) The drug is N#C[C@@]1(NC(=O)[C@@H]([NH3+])Cc2cccs2)C[C@@H]1c1ccccc1. The target protein (Q61096) has sequence MSGSYPSPKGIHPFLLLALVVGGAVQASKIVGGHEARPHSRPYVASLQLSRFPGSHFCGGTLIHPRFVLTAAHCLQDISWQLVTVVLGAHDLLSSEPEQQKFTISQVFQNNYNPEENLNDVLLLQLNRTASLGKEVAVASLPQQDQTLSQGTQCLAMGWGRLGTQAPTPRVLQELNVTVVTFLCREHNVCTLVPRRAAGICFGDSGGPLICNGILHGVDSFVIRECASLQFPDFFARVSMYVDWIQNVLRGAEP. The pIC50 is 6.8. (3) The small molecule is CCCCCCCCCCCCCCCC(=O)N[C@@H](CC(F)(F)P(=O)(O)O)[C@H](O)c1ccccc1. The target protein sequence is MPRYGASLRQSCPRSGREQGQDGTAGAPGLLWMGLVLALALALALALSDSRVLWAPAEAHPLSPQGHPARLHRIVPRLRDVFGWGNLTCPICKGLFTAINLGLKKEPNVARVGSVAIKLCNLLKIAPPAVCQSIVHLFEDDMVEVWRRSVLSPSEACGLLLGSTCGHWDIFSSWNISLPTVPKPPPKPPSPPAPGAPVSRILFLTDLHWDHDYLEGTDPDCADPLCCRRGSGLPPASRPGAGYWGEYSKCDLPLRTLESLLSGLGPAGPFDMVYWTGDIPAHDVWHQTRQDQLRALTTVTALVRKFLGPVPVYPAVGNHESTPVNSFPPPFIEGNHSSRWLYEAMAKAWEPWLPAEALRTLRIGGFYALSPYPGLRLISLNMNFCSRENFWLLINSTDPAGQLQWLVGELQAAEDRGDKVHIIGHIPPGHCLKSWSWNYYRIVARYENTLAAQFFGHTHVDEFEVFYDEETLSRPLAVAFLAPSATTYIGLNPGYRVYQI.... The pIC50 is 4.3. (4) The small molecule is Cc1c(C(=O)Nc2c(C)n(C)n(C3CCCCC3)c2=O)noc1[C@H]1OC[C@H](C(C)(C)C)O1. The target protein sequence is RPKDLKKRLMVKFRGEEGLDYGGVAREWLYLLCHEMLNPYYGLFQYSTDNIYMLQINPDSSINPDHLSYFHFVGRIMGLAVFHGHYINGGFTVPFYKQLLGKPIQLSDLESVDPELHKSLVWILENDITPVLDHTFCVEHNAFGRILQHELKPNGRNVPVTEENKKEYVRLYVNWRFMRGIEAQFLALQKGFNELIPQHLLKPFDQKELELIIGGLDKIDLNDWKSNTRLKHCVADSNIVRWFWQAVETFDEERRARLLQFVTGSTRVPLQGFKALQGSTGAAGPRLFTIHLIDANTDNLPKAHTCFNRIDIPPYESYEKLYEKLLTAVEETCGFAVE. The pIC50 is 7.1. (5) The drug is Clc1ccc(OCc2nc(-c3ccncc3)no2)c(Br)c1. The target protein (P34707) has sequence MGGSSRRQRSTSATRRDDKRRRRQCFSSVADDEEETTSIYGVSSIFIWILATSSLILVISSPSSNTSIQSSSYDRITTKHLLDNISPTFKMYTDSNNRNFDEVNHQHQQEQDFNGQSKYDYPQFNRPMGLRWRDDQRMMEYFMSNGPVETVPVMPILTEHPPASPFGRGPSTERPTTSSRYEYSSPSLEDIDLIDVLWRSDIAGEKGTRQVAPADQYECDLQTLTEKSTVAPLTAEENARYEDLSKGFYNGFFESFNNNQYQQKHQQQQREQIKTPTLEHPTQKAELEDDLFDEDLAQLFEDVSREEGQLNQLFDNKQQHPVINNVSLSEGIVYNQANLTEMQEMRDSCNQVSISTIPTTSTAQPETLFNVTDSQTVEQWLPTEVVPNDVFPTSNYAYIGMQNDSLQAVVSNGQIDYDHSYQSTGQTPLSPLIIGSSGRQQQTQTSPGSVTVTATATQSLFDPYHSQRHSFSDCTTDSSSTCSRLSSESPRYTSESSTGT.... The pIC50 is 4.5.